This data is from Forward reaction prediction with 1.9M reactions from USPTO patents (1976-2016). The task is: Predict the product of the given reaction. (1) Given the reactants Cl[C:2]1[N:3]=[CH:4][C:5]2[NH:11][C:10](=[O:12])[C:9]([F:14])([F:13])[CH2:8][N:7]([CH:15]3[CH2:19][CH2:18][CH2:17][CH2:16]3)[C:6]=2[N:20]=1.[NH2:21][C:22]1[CH:37]=[CH:36][C:25]([C:26]([NH:28][CH:29]2[CH2:34][CH2:33][N:32]([CH3:35])[CH2:31][CH2:30]2)=[O:27])=[CH:24][CH:23]=1.O.C1(C)C=CC(S(O)(=O)=O)=CC=1, predict the reaction product. The product is: [CH:15]1([N:7]2[CH2:8][C:9]([F:14])([F:13])[C:10](=[O:12])[NH:11][C:5]3[CH:4]=[N:3][C:2]([NH:21][C:22]4[CH:23]=[CH:24][C:25]([C:26]([NH:28][CH:29]5[CH2:34][CH2:33][N:32]([CH3:35])[CH2:31][CH2:30]5)=[O:27])=[CH:36][CH:37]=4)=[N:20][C:6]2=3)[CH2:19][CH2:18][CH2:17][CH2:16]1. (2) The product is: [C:3]([O:7][C:8]([N:10]1[CH2:13][CH2:12][C@H:11]1[CH2:14][OH:15])=[O:9])([CH3:6])([CH3:5])[CH3:4]. Given the reactants [BH4-].[Na+].[C:3]([O:7][C:8]([N:10]1[CH2:13][CH2:12][C@H:11]1[C:14](O)=[O:15])=[O:9])([CH3:6])([CH3:5])[CH3:4].II.CO, predict the reaction product.